Predict the product of the given reaction. From a dataset of Forward reaction prediction with 1.9M reactions from USPTO patents (1976-2016). (1) Given the reactants [CH3:1][C:2]1[C:10]2[C:5](=[CH:6][CH:7]=[C:8]([C:11]([F:14])([F:13])[F:12])[CH:9]=2)[N:4]([C:15]([O:17][C:18]([CH3:21])([CH3:20])[CH3:19])=[O:16])[N:3]=1.C1C(=O)N([Br:29])C(=O)C1.CC(N=NC(C#N)(C)C)(C#N)C, predict the reaction product. The product is: [Br:29][CH2:1][C:2]1[C:10]2[C:5](=[CH:6][CH:7]=[C:8]([C:11]([F:12])([F:14])[F:13])[CH:9]=2)[N:4]([C:15]([O:17][C:18]([CH3:21])([CH3:20])[CH3:19])=[O:16])[N:3]=1. (2) Given the reactants Cl[C:2]1[C:11]2[C:6](=[CH:7][CH:8]=[C:9]([CH3:12])[CH:10]=2)[N:5]=[C:4]([N:13]2[CH2:19][C:18]3[CH:20]=[CH:21][CH:22]=[CH:23][C:17]=3[S:16](=[O:25])(=[O:24])[CH2:15][CH2:14]2)[CH:3]=1.[CH3:26][C:27]1([OH:32])[CH2:31][CH2:30][NH:29][CH2:28]1, predict the reaction product. The product is: [O:24]=[S:16]1(=[O:25])[C:17]2[CH:23]=[CH:22][CH:21]=[CH:20][C:18]=2[CH2:19][N:13]([C:4]2[CH:3]=[C:2]([N:29]3[CH2:30][CH2:31][C:27]([CH3:26])([OH:32])[CH2:28]3)[C:11]3[C:6](=[CH:7][CH:8]=[C:9]([CH3:12])[CH:10]=3)[N:5]=2)[CH2:14][CH2:15]1. (3) Given the reactants C([C:3]1[CH:4]=[C:5]2[C:10](=[CH:11][CH:12]=1)[N:9]=[CH:8][N:7]([C:13]1[CH:14]=[C:15]([CH:20]=[CH:21][C:22]=1[CH3:23])[C:16]([O:18][CH3:19])=[O:17])[C:6]2=[O:24])=O.CO[CH:27]([O:30][CH3:31])[O:28][CH3:29].C1(C)C=CC(S(O)(=O)=O)=CC=1, predict the reaction product. The product is: [CH3:31][O:30][CH:27]([O:28][CH3:29])[C:3]1[CH:4]=[C:5]2[C:10](=[CH:11][CH:12]=1)[N:9]=[CH:8][N:7]([C:13]1[CH:14]=[C:15]([CH:20]=[CH:21][C:22]=1[CH3:23])[C:16]([O:18][CH3:19])=[O:17])[C:6]2=[O:24]. (4) Given the reactants [CH2:1]([O:3][C:4](=[O:25])[CH:5]([C:9]1[C:14]([F:15])=[CH:13][C:12](OS(C(F)(F)F)(=O)=O)=[CH:11][C:10]=1[F:24])[O:6][CH2:7][CH3:8])[CH3:2].[B:26]1([B:26]2[O:30][C:29]([CH3:32])([CH3:31])[C:28]([CH3:34])([CH3:33])[O:27]2)[O:30][C:29]([CH3:32])([CH3:31])[C:28]([CH3:34])([CH3:33])[O:27]1.C([O-])([O-])=O.[K+].[K+], predict the reaction product. The product is: [CH2:1]([O:3][C:4](=[O:25])[CH:5]([C:9]1[C:10]([F:24])=[CH:11][C:12]([B:26]2[O:30][C:29]([CH3:32])([CH3:31])[C:28]([CH3:34])([CH3:33])[O:27]2)=[CH:13][C:14]=1[F:15])[O:6][CH2:7][CH3:8])[CH3:2]. (5) Given the reactants [S:1]1[CH:5]=[CH:4][C:3]([CH2:6][C:7]([OH:9])=O)=[CH:2]1.[CH3:10][O:11][NH:12][CH3:13].CCN=C=NCCCN(C)C.C1C=CC2N(O)N=NC=2C=1, predict the reaction product. The product is: [CH3:10][O:11][N:12]([CH3:13])[C:7](=[O:9])[CH2:6][C:3]1[CH:4]=[CH:5][S:1][CH:2]=1. (6) Given the reactants [OH:1][C:2]1[CH:11]=[C:10]2[C:5]([C:6]([NH:12][C:13]3[CH:18]=[CH:17][C:16]([Cl:19])=[CH:15][C:14]=3[F:20])=[N:7][CH:8]=[N:9]2)=[CH:4][C:3]=1[O:21][CH3:22].C(=O)([O-])[O-].[K+].[K+].Br[CH2:30][CH:31]1[O:33][CH2:32]1.O, predict the reaction product. The product is: [Cl:19][C:16]1[CH:17]=[CH:18][C:13]([NH:12][C:6]2[C:5]3[C:10](=[CH:11][C:2]([O:1][CH2:30][CH:31]4[O:33][CH2:32]4)=[C:3]([O:21][CH3:22])[CH:4]=3)[N:9]=[CH:8][N:7]=2)=[C:14]([F:20])[CH:15]=1.